This data is from Catalyst prediction with 721,799 reactions and 888 catalyst types from USPTO. The task is: Predict which catalyst facilitates the given reaction. (1) Reactant: [Mg].[CH3:2][CH2:3][O:4][C:5]([C@H:7]1[CH2:11][CH2:10][C:9](=[O:12])[N:8]1[C:13]([O:15][C:16]([CH3:19])([CH3:18])[CH3:17])=[O:14])=[O:6].O.Br[C:22]1[CH:27]=[CH:26][C:25]([F:28])=[C:24]([F:29])[C:23]=1[F:30]. Product: [C:16]([O:15][C:13]([NH:8][C@H:7]([CH2:11][CH2:10][C:9]([C:22]1[CH:27]=[CH:26][C:25]([F:28])=[C:24]([F:29])[C:23]=1[F:30])=[O:12])[C:5]([O:4][CH2:3][CH3:2])=[O:6])=[O:14])([CH3:19])([CH3:18])[CH3:17]. The catalyst class is: 7. (2) Reactant: [NH2:1][C:2]1[CH:7]=[CH:6][C:5]([CH2:8]O)=[C:4]([CH2:10][CH3:11])[CH:3]=1.[NH:12]1[C:20]2[C:15](=[CH:16][CH:17]=[CH:18][CH:19]=2)[CH:14]=[CH:13]1.FC(F)(F)C(O)=O. Product: [NH:12]1[C:20]2[C:15](=[CH:16][CH:17]=[CH:18][CH:19]=2)[C:14]([CH2:8][C:5]2[CH:6]=[CH:7][C:2]([NH2:1])=[CH:3][C:4]=2[CH2:10][CH3:11])=[CH:13]1. The catalyst class is: 68.